This data is from Full USPTO retrosynthesis dataset with 1.9M reactions from patents (1976-2016). The task is: Predict the reactants needed to synthesize the given product. (1) Given the product [Cl:34][C:31]1[CH:32]=[CH:33][C:28]([CH:27]([O:35][CH:36]2[CH2:39][N:38]([C:40]([NH:42][C:43]([CH3:44])([CH3:45])[CH3:46])=[O:41])[CH2:37]2)[C:26]2[CH:47]=[CH:48][C:49]([Cl:51])=[CH:50][CH:25]=2)=[CH:29][CH:30]=1, predict the reactants needed to synthesize it. The reactants are: ClC1C=CC(C(OC2CNC2)C2C=CC(Cl)=CC=2)=CC=1.[N-]=C=O.Cl[C:25]1[CH:50]=[C:49]([Cl:51])[CH:48]=[CH:47][C:26]=1[CH:27]([O:35][CH:36]1[CH2:39][N:38]([C:40]([NH:42][C:43]([CH3:46])([CH3:45])[CH3:44])=[O:41])[CH2:37]1)[C:28]1[CH:33]=[CH:32][C:31]([Cl:34])=[CH:30][CH:29]=1. (2) Given the product [C:1]([O:5][C:6]([N:8]1[CH2:13][CH2:12][C:11]([C:14]2[S:16][CH:19]=[C:20]([C:21]([O:23][CH2:24][CH3:25])=[O:22])[N:15]=2)([CH3:17])[CH2:10][CH2:9]1)=[O:7])([CH3:4])([CH3:2])[CH3:3], predict the reactants needed to synthesize it. The reactants are: [C:1]([O:5][C:6]([N:8]1[CH2:13][CH2:12][C:11]([CH3:17])([C:14](=[S:16])[NH2:15])[CH2:10][CH2:9]1)=[O:7])([CH3:4])([CH3:3])[CH3:2].Br[CH2:19][C:20](=O)[C:21]([O:23][CH2:24][CH3:25])=[O:22]. (3) Given the product [NH2:13][C:8]1[C:7]([C:1]2[CH:2]=[CH:3][CH:4]=[CH:5][CH:6]=2)=[C:11]2[NH:12][C:21]([C:18]3[CH:17]=[CH:16][C:15]([Cl:14])=[CH:20][CH:19]=3)=[CH:22][C:23](=[O:24])[N:10]2[N:9]=1, predict the reactants needed to synthesize it. The reactants are: [C:1]1([C:7]2[C:8]([NH2:13])=[N:9][NH:10][C:11]=2[NH2:12])[CH:6]=[CH:5][CH:4]=[CH:3][CH:2]=1.[Cl:14][C:15]1[CH:20]=[CH:19][C:18]([C:21](=O)[CH2:22][C:23](OC)=[O:24])=[CH:17][CH:16]=1.CC1C=CC(S(O)(=O)=O)=CC=1.